Predict the product of the given reaction. From a dataset of Forward reaction prediction with 1.9M reactions from USPTO patents (1976-2016). The product is: [Cl:1][C:2]1[CH:3]=[C:4]([CH:37]=[CH:38][C:39]=1[Cl:40])[CH2:5][NH:6][C:7]([C:9]1[N:21]=[C:20]2[N:12]([O:13][C:14]3[C:19]2=[C:18]([N:22]2[CH2:23][CH2:24][O:25][CH2:26][CH2:27]2)[CH:17]=[CH:16][CH:15]=3)[C:11](=[O:28])[C:10]=1[OH:29])=[O:8]. Given the reactants [Cl:1][C:2]1[CH:3]=[C:4]([CH:37]=[CH:38][C:39]=1[Cl:40])[CH2:5][NH:6][C:7]([C:9]1[N:21]=[C:20]2[N:12]([O:13][C:14]3[C:19]2=[C:18]([N:22]2[CH2:27][CH2:26][O:25][CH2:24][CH2:23]2)[CH:17]=[CH:16][CH:15]=3)[C:11](=[O:28])[C:10]=1[O:29]CC1C=CC=CC=1)=[O:8].Cl, predict the reaction product.